Dataset: Forward reaction prediction with 1.9M reactions from USPTO patents (1976-2016). Task: Predict the product of the given reaction. (1) Given the reactants C(OC(=O)N(C1CNC1)C[C@H](O)COC1C=CC(O)=CC=1)(C)(C)C.C(N(CC)CC)C.[CH2:32]([O:36][C:37]1[CH:42]=[CH:41][C:40]([S:43](Cl)(=[O:45])=[O:44])=[CH:39][CH:38]=1)[CH2:33][CH2:34][CH3:35].[C:47]([O:51][C:52](=[O:84])[N:53]([CH:66]1[CH2:69][N:68]([S:70]([C:73]2[CH:78]=[CH:77][C:76]([O:79][CH2:80][CH2:81][CH2:82][CH3:83])=[CH:75][CH:74]=2)(=[O:72])=[O:71])[CH2:67]1)[CH2:54][C@H:55]([OH:65])[CH2:56][O:57][C:58]1[CH:63]=[CH:62][C:61]([OH:64])=[CH:60][CH:59]=1)([CH3:50])([CH3:49])[CH3:48].C(OC1C=CC(S(O)(=O)=O)=CC=1)CCC, predict the reaction product. The product is: [CH2:80]([O:79][C:76]1[CH:77]=[CH:78][C:73]([S:70]([N:68]2[CH2:69][CH:66]([N:53]([C:52]([O:51][C:47]([CH3:50])([CH3:49])[CH3:48])=[O:84])[CH2:54][CH:55]([OH:65])[CH2:56][O:57][C:58]3[CH:59]=[CH:60][C:61]([O:64][S:43]([C:40]4[CH:39]=[CH:38][C:37]([O:36][CH2:32][CH2:33][CH2:34][CH3:35])=[CH:42][CH:41]=4)(=[O:45])=[O:44])=[CH:62][CH:63]=3)[CH2:67]2)(=[O:72])=[O:71])=[CH:74][CH:75]=1)[CH2:81][CH2:82][CH3:83]. (2) Given the reactants [OH-].[Na+].[Cl:3][C:4]1[N:9]=[C:8]([N:10]2[CH2:15][CH2:14][O:13][CH2:12][C@H:11]2[CH3:16])[CH:7]=[C:6]([CH2:17][S:18]([CH:21]2[CH2:23][CH2:22]2)(=[O:20])=[O:19])[N:5]=1.Br[CH2:25][CH2:26]Br.CCOC(C)=O, predict the reaction product. The product is: [Cl:3][C:4]1[N:9]=[C:8]([N:10]2[CH2:15][CH2:14][O:13][CH2:12][C@H:11]2[CH3:16])[CH:7]=[C:6]([C:17]2([S:18]([CH:21]3[CH2:23][CH2:22]3)(=[O:20])=[O:19])[CH2:26][CH2:25]2)[N:5]=1. (3) Given the reactants FF.[N+:3]([C:6]1[CH:13]=[C:12](OC)[CH:11]=[CH:10][C:7]=1[CH:8]=[O:9])([O-])=O.[C:16](OCC)(=[O:18])[CH3:17], predict the reaction product. The product is: [OH:9][C:8]1[C:7]2[C:6](=[CH:13][CH:12]=[CH:11][CH:10]=2)[NH:3][C:16](=[O:18])[CH:17]=1. (4) Given the reactants Cl[C:2]1[CH:3]=[CH:4][C:5]2[N:6]([C:8]([CH:11]([C:13]3[C:14]([F:24])=[C:15]4[C:20](=[CH:21][C:22]=3[F:23])[N:19]=[CH:18][CH:17]=[CH:16]4)[CH3:12])=[N:9][N:10]=2)[N:7]=1.C([Sn](CCCC)(CCCC)[C:30]([O:32][CH2:33][CH3:34])=[CH2:31])CCC, predict the reaction product. The product is: [CH2:33]([O:32][C:30]([C:2]1[CH:3]=[CH:4][C:5]2[N:6]([C:8]([CH:11]([C:13]3[C:14]([F:24])=[C:15]4[C:20](=[CH:21][C:22]=3[F:23])[N:19]=[CH:18][CH:17]=[CH:16]4)[CH3:12])=[N:9][N:10]=2)[N:7]=1)=[CH2:31])[CH3:34]. (5) Given the reactants [CH3:1][S:2]([C:5]1[CH:10]=[CH:9][C:8]([C:11]2[CH:12]=[C:13]3[CH2:34][C:18]4([CH2:33][C:20]5([CH2:25][CH2:24][N:23](C(OC(C)(C)C)=O)[CH2:22][CH2:21]5)[CH2:19]4)[O:17][C:14]3=[CH:15][N:16]=2)=[CH:7][CH:6]=1)(=[O:4])=[O:3].[ClH:35], predict the reaction product. The product is: [CH3:1][S:2]([C:5]1[CH:10]=[CH:9][C:8]([C:11]2[CH:12]=[C:13]3[CH2:34][C:18]4([CH2:33][C:20]5([CH2:21][CH2:22][NH:23][CH2:24][CH2:25]5)[CH2:19]4)[O:17][C:14]3=[CH:15][N:16]=2)=[CH:7][CH:6]=1)(=[O:4])=[O:3].[ClH:35]. (6) Given the reactants [CH:1]1([N:5]2[CH2:11][CH2:10][C:9]3[CH:12]=[C:13]([O:16][CH:17]4[CH2:22][CH2:21][NH:20][CH2:19][CH2:18]4)[CH:14]=[CH:15][C:8]=3[CH2:7][CH2:6]2)[CH2:4][CH2:3][CH2:2]1.CCN(CC1C=CC=CC=1)CC.C=CC1C=CC=CC=1.C=CC1C=CC(C=C)=CC=1.[C:53](Cl)(=[O:55])[NH2:54].N1[CH2:62][CH2:61][O:60][CH2:59][CH2:58]1, predict the reaction product. The product is: [CH:1]1([N:5]2[CH2:11][CH2:10][C:9]3[CH:12]=[C:13]([O:16][CH:17]4[CH2:22][CH2:21][N:20]([C:53]([N:54]5[CH2:62][CH2:61][O:60][CH2:59][CH2:58]5)=[O:55])[CH2:19][CH2:18]4)[CH:14]=[CH:15][C:8]=3[CH2:7][CH2:6]2)[CH2:2][CH2:3][CH2:4]1. (7) The product is: [OH:17][CH2:18][C:19]([CH2:32][OH:33])([CH2:26][OH:27])[CH2:20][OH:21].[C:28]([O:27][CH2:26][C:19]([CH2:32][O:33][C:34](=[O:37])[CH:35]=[CH2:36])([CH2:20][O:21][C:22](=[O:25])[CH:23]=[CH2:24])[CH2:18][O:17][C:13](=[O:16])[CH:14]=[CH2:15])(=[O:31])[CH:29]=[CH2:30].[CH2:1]([NH2:4])[CH2:2][NH2:3].[CH2:5]([NH2:12])[CH2:6][CH2:7][CH2:8][CH2:9][CH2:10][NH2:11]. Given the reactants [CH2:1]([NH2:4])[CH2:2][NH2:3].[CH2:5]([NH2:12])[CH2:6][CH2:7][CH2:8][CH2:9][CH2:10][NH2:11].[C:13]([O:17][CH2:18][C:19]([CH2:32][O:33][C:34](=[O:37])[CH:35]=[CH2:36])([CH2:26][O:27][C:28](=[O:31])[CH:29]=[CH2:30])[CH2:20][O:21][C:22](=[O:25])[CH:23]=[CH2:24])(=[O:16])[CH:14]=[CH2:15], predict the reaction product. (8) Given the reactants [OH:1][C:2]1[CH:7]=[CH:6][C:5]([CH2:8][CH2:9][C:10]([OH:12])=[O:11])=[CH:4][C:3]=1[CH:13]=[N:14][C:15]1[CH:20]=[CH:19][CH:18]=[CH:17][C:16]=1[OH:21].O[N:23]1[C:27](=[O:28])[CH2:26][CH2:25][C:24]1=[O:29], predict the reaction product. The product is: [OH:1][C:2]1[CH:7]=[CH:6][C:5]([CH2:8][CH2:9][C:10]([O:12][N:23]2[C:27](=[O:28])[CH2:26][CH2:25][C:24]2=[O:29])=[O:11])=[CH:4][C:3]=1[CH:13]=[N:14][C:15]1[CH:20]=[CH:19][CH:18]=[CH:17][C:16]=1[OH:21]. (9) Given the reactants [NH2:1][C:2]1[N:7]=[C:6]([NH2:8])[CH:5]=[C:4](Cl)[N:3]=1.[Na].[CH2:11]([OH:14])[CH2:12][OH:13], predict the reaction product. The product is: [NH2:1][C:2]1[N:3]=[C:4]([O:13][CH2:12][CH2:11][OH:14])[CH:5]=[C:6]([NH2:8])[N:7]=1.